Dataset: Forward reaction prediction with 1.9M reactions from USPTO patents (1976-2016). Task: Predict the product of the given reaction. (1) Given the reactants [CH3:1][C:2]([O:5][C:6](=[O:19])[NH:7][CH2:8][CH2:9][CH2:10][C@@H:11]([OH:18])[C:12]1[N:13]([CH3:17])[CH:14]=[CH:15][N:16]=1)([CH3:4])[CH3:3].[H-].[Na+].[Cl:22][C:23]1[C:30]([F:31])=[CH:29][C:26]([C:27]#[N:28])=[C:25](F)[CH:24]=1.O, predict the reaction product. The product is: [Cl:22][C:23]1[C:30]([F:31])=[CH:29][C:26]([C:27]#[N:28])=[C:25]([CH:24]=1)[O:18][C@@H:11]([C:12]1[N:13]([CH3:17])[CH:14]=[CH:15][N:16]=1)[CH2:10][CH2:9][CH2:8][NH:7][C:6](=[O:19])[O:5][C:2]([CH3:1])([CH3:3])[CH3:4]. (2) Given the reactants [CH3:1][C:2]1([CH3:20])[CH2:11][CH2:10][C:9]([CH3:13])([CH3:12])[C:8]2[CH:7]=[C:6](B(O)O)[C:5]([O:17][CH2:18][CH3:19])=[CH:4][C:3]1=2.[C:21](=[O:24])([O-])[O-].[Na+].[Na+].O.[CH2:28]([OH:30])[CH3:29], predict the reaction product. The product is: [C:28]([C:21]1[O:24][C:3]2[C:8]([C:6]3[C:5]([O:17][CH2:18][CH3:19])=[CH:4][C:3]4[C:2]([CH3:20])([CH3:1])[CH2:11][CH2:10][C:9]([CH3:13])([CH3:12])[C:8]=4[CH:7]=3)=[CH:9][CH:10]=[CH:11][C:2]=2[CH:1]=1)(=[O:30])[CH3:29]. (3) Given the reactants [Cl:1][C:2]1[N:7]=[N:6][C:5]([CH:8]([CH3:12])[C:9]([O-:11])=O)=[CH:4][CH:3]=1.[Li+].[Br:14][C:15]1[CH:16]=[CH:17][C:18]([NH:21][NH2:22])=[N:19][CH:20]=1.N1(O)C2C=CC=CC=2N=N1.Cl.C(N=C=NCCCN(C)C)C, predict the reaction product. The product is: [Br:14][C:15]1[CH:16]=[CH:17][C:18]([NH:21][NH:22][C:9](=[O:11])[CH:8]([C:5]2[N:6]=[N:7][C:2]([Cl:1])=[CH:3][CH:4]=2)[CH3:12])=[N:19][CH:20]=1. (4) Given the reactants C(OC(=O)[NH:7][CH:8]1[CH2:13][CH2:12][N:11]([CH:14]([CH3:16])[CH3:15])[CH2:10][CH2:9]1)(C)(C)C.FC(F)(F)C(O)=O, predict the reaction product. The product is: [CH:14]([N:11]1[CH2:12][CH2:13][CH:8]([NH2:7])[CH2:9][CH2:10]1)([CH3:16])[CH3:15]. (5) Given the reactants CN(C(ON1N=NC2C=CC=NC1=2)=[N+](C)C)C.F[P-](F)(F)(F)(F)F.[CH:25]1([O:31][NH2:32])[CH2:30][CH2:29][CH2:28][CH2:27][CH2:26]1.CCN(C(C)C)C(C)C.[NH2:42][C:43]1[C:44]([C:49](O)=[O:50])=[N:45][CH:46]=[CH:47][CH:48]=1, predict the reaction product. The product is: [NH2:42][C:43]1[C:44]([C:49]([NH:32][O:31][CH:25]2[CH2:30][CH2:29][CH2:28][CH2:27][CH2:26]2)=[O:50])=[N:45][CH:46]=[CH:47][CH:48]=1.